Dataset: Retrosynthesis with 50K atom-mapped reactions and 10 reaction types from USPTO. Task: Predict the reactants needed to synthesize the given product. (1) The reactants are: CS(=O)(=O)Cl.OC1CCN2CCCC12. Given the product CS(=O)(=O)OC1CCN2CCCC12, predict the reactants needed to synthesize it. (2) Given the product Cn1cc(-c2ccc(F)cc2)c(C(=O)N2CCCCC2Cc2cc3ccccc3s2)n1, predict the reactants needed to synthesize it. The reactants are: Cn1cc(-c2ccc(F)cc2)c(C(=O)O)n1.c1ccc2sc(CC3CCCCN3)cc2c1. (3) Given the product O=CC#Cc1ccc2c(cnn2C2CCCCO2)c1, predict the reactants needed to synthesize it. The reactants are: OCC#Cc1ccc2c(cnn2C2CCCCO2)c1. (4) Given the product COc1cc([C@@H](O)Cc2c(Cl)c[n+]([O-])cc2Cl)ccc1OC(F)F, predict the reactants needed to synthesize it. The reactants are: COc1cc([C@H](Cc2c(Cl)c[n+]([O-])cc2Cl)OC(=O)[C@@H](OC(C)=O)c2ccccc2)ccc1OC(F)F. (5) The reactants are: FC(F)(F)c1cccnc1Cl.Ic1cn[nH]c1. Given the product FC(F)(F)c1cccnc1-n1cc(I)cn1, predict the reactants needed to synthesize it. (6) Given the product CN(c1ccnc(NC2CCC(N)CC2)n1)c1ccnc(-c2ccccc2)n1, predict the reactants needed to synthesize it. The reactants are: CN(c1ccnc(F)n1)c1ccnc(-c2ccccc2)n1.N[C@H]1CC[C@H](N)CC1. (7) Given the product CCCCCC=CC/C=C/CCCCCCCC(=O)Oc1ccc(-c2ccc(C=CC(=O)O)cc2)cc1C12CC3CC(CC(C3)C1)C2, predict the reactants needed to synthesize it. The reactants are: CCCCCC=CCC=CCCCCCCCC(=O)Oc1ccc(-c2ccc(/C=C/C(=O)OC(C)(C)C)cc2)cc1C12CC3CC(CC(C3)C1)C2.